From a dataset of Full USPTO retrosynthesis dataset with 1.9M reactions from patents (1976-2016). Predict the reactants needed to synthesize the given product. Given the product [OH:36][C:33]1[CH:34]=[CH:35][C:30]([CH2:29][NH:28][C:2]2[N:7]=[C:6]([O:8][CH2:9][C:10]([F:13])([F:12])[F:11])[N:5]=[C:4]([NH:14][C:15]3[CH:27]=[CH:26][C:18]([C:19]([O:21][C:22]([CH3:25])([CH3:24])[CH3:23])=[O:20])=[CH:17][CH:16]=3)[N:3]=2)=[CH:31][CH:32]=1, predict the reactants needed to synthesize it. The reactants are: Cl[C:2]1[N:7]=[C:6]([O:8][CH2:9][C:10]([F:13])([F:12])[F:11])[N:5]=[C:4]([NH:14][C:15]2[CH:27]=[CH:26][C:18]([C:19]([O:21][C:22]([CH3:25])([CH3:24])[CH3:23])=[O:20])=[CH:17][CH:16]=2)[N:3]=1.[NH2:28][CH2:29][C:30]1[CH:35]=[CH:34][C:33]([OH:36])=[CH:32][CH:31]=1.